This data is from NCI-60 drug combinations with 297,098 pairs across 59 cell lines. The task is: Regression. Given two drug SMILES strings and cell line genomic features, predict the synergy score measuring deviation from expected non-interaction effect. (1) Drug 1: CC1=C(C=C(C=C1)NC(=O)C2=CC=C(C=C2)CN3CCN(CC3)C)NC4=NC=CC(=N4)C5=CN=CC=C5. Drug 2: CC(C)CN1C=NC2=C1C3=CC=CC=C3N=C2N. Cell line: SF-295. Synergy scores: CSS=-3.66, Synergy_ZIP=4.85, Synergy_Bliss=5.33, Synergy_Loewe=2.88, Synergy_HSA=0.263. (2) Drug 1: CC1=C2C(C(=O)C3(C(CC4C(C3C(C(C2(C)C)(CC1OC(=O)C(C(C5=CC=CC=C5)NC(=O)C6=CC=CC=C6)O)O)OC(=O)C7=CC=CC=C7)(CO4)OC(=O)C)O)C)OC(=O)C. Drug 2: CC1C(C(CC(O1)OC2CC(CC3=C2C(=C4C(=C3O)C(=O)C5=C(C4=O)C(=CC=C5)OC)O)(C(=O)CO)O)N)O.Cl. Cell line: RXF 393. Synergy scores: CSS=32.5, Synergy_ZIP=-6.45, Synergy_Bliss=-2.77, Synergy_Loewe=-14.1, Synergy_HSA=0.390. (3) Drug 2: CS(=O)(=O)CCNCC1=CC=C(O1)C2=CC3=C(C=C2)N=CN=C3NC4=CC(=C(C=C4)OCC5=CC(=CC=C5)F)Cl. Synergy scores: CSS=4.83, Synergy_ZIP=-3.77, Synergy_Bliss=-1.91, Synergy_Loewe=-2.60, Synergy_HSA=-2.06. Drug 1: CN1CCC(CC1)COC2=C(C=C3C(=C2)N=CN=C3NC4=C(C=C(C=C4)Br)F)OC. Cell line: NCI/ADR-RES. (4) Drug 1: CC(C)NC(=O)C1=CC=C(C=C1)CNNC.Cl. Drug 2: CC1=C(C(=O)C2=C(C1=O)N3CC4C(C3(C2COC(=O)N)OC)N4)N. Synergy scores: CSS=8.30, Synergy_ZIP=-3.98, Synergy_Bliss=-5.56, Synergy_Loewe=-27.7, Synergy_HSA=-6.57. Cell line: SF-268. (5) Drug 1: CC1=CC=C(C=C1)C2=CC(=NN2C3=CC=C(C=C3)S(=O)(=O)N)C(F)(F)F. Drug 2: C1C(C(OC1N2C=NC(=NC2=O)N)CO)O. Cell line: MCF7. Synergy scores: CSS=5.20, Synergy_ZIP=-1.95, Synergy_Bliss=-1.16, Synergy_Loewe=-4.53, Synergy_HSA=-1.04. (6) Drug 1: CC1C(C(CC(O1)OC2CC(CC3=C2C(=C4C(=C3O)C(=O)C5=C(C4=O)C(=CC=C5)OC)O)(C(=O)C)O)N)O.Cl. Drug 2: CN(CCCl)CCCl.Cl. Cell line: DU-145. Synergy scores: CSS=9.98, Synergy_ZIP=-5.33, Synergy_Bliss=-2.14, Synergy_Loewe=-5.74, Synergy_HSA=-1.83. (7) Synergy scores: CSS=15.1, Synergy_ZIP=-6.30, Synergy_Bliss=-6.02, Synergy_Loewe=-13.1, Synergy_HSA=-6.21. Drug 1: CNC(=O)C1=CC=CC=C1SC2=CC3=C(C=C2)C(=NN3)C=CC4=CC=CC=N4. Drug 2: CS(=O)(=O)OCCCCOS(=O)(=O)C. Cell line: A549.